This data is from Reaction yield outcomes from USPTO patents with 853,638 reactions. The task is: Predict the reaction yield, written as a fraction of the theoretical maximum amount of product (1.0 means a 100% yield; for example, 0.34 means a 34% yield). (1) The reactants are [F:1][C:2]1[CH:28]=[C:27]([F:29])[CH:26]=[CH:25][C:3]=1[CH2:4][O:5][C:6]1[N:7]=[C:8]([CH3:24])[N:9]([C:13]2[CH:14]=[C:15]([CH:20]=[CH:21][C:22]=2[CH3:23])[C:16]([O:18][CH3:19])=[O:17])[C:10](=[O:12])[CH:11]=1.C1C(=O)N([Br:37])C(=O)C1. The catalyst is ClCCl. The product is [Br:37][C:11]1[C:10](=[O:12])[N:9]([C:13]2[CH:14]=[C:15]([CH:20]=[CH:21][C:22]=2[CH3:23])[C:16]([O:18][CH3:19])=[O:17])[C:8]([CH3:24])=[N:7][C:6]=1[O:5][CH2:4][C:3]1[CH:25]=[CH:26][C:27]([F:29])=[CH:28][C:2]=1[F:1]. The yield is 0.750. (2) The reactants are Cl.[Cl:2][C:3]1[CH:4]=[C:5]2[C:10](=[CH:11][CH:12]=1)[CH:9]=[C:8]([S:13]([N:16]1[CH2:21][CH2:20][N:19]([C:22]([C:24]3[S:25][C:26]4[CH2:27][NH:28][CH2:29][CH2:30][C:31]=4[N:32]=3)=[O:23])[CH2:18][CH2:17]1)(=[O:15])=[O:14])[CH:7]=[CH:6]2.O.[C:34](O)(=O)[CH:35]=[O:36].ClC(OCC)=O.[BH4-].[Na+]. The catalyst is O1CCCC1.O.C(N(CC)CC)C. The product is [ClH:2].[Cl:2][C:3]1[CH:4]=[C:5]2[C:10](=[CH:11][CH:12]=1)[CH:9]=[C:8]([S:13]([N:16]1[CH2:17][CH2:18][N:19]([C:22]([C:24]3[S:25][C:26]4[CH2:27][NH:28][CH:29]([CH2:34][CH2:35][OH:36])[CH2:30][C:31]=4[N:32]=3)=[O:23])[CH2:20][CH2:21]1)(=[O:14])=[O:15])[CH:7]=[CH:6]2. The yield is 0.330. (3) The reactants are C[O:2][C:3]([C:5]1[CH:6]=[C:7]([F:23])[C:8]2[N:9]([CH:20]=[N:21][CH:22]=2)[C:10]=1[NH:11][C:12]1[CH:17]=[CH:16][C:15]([I:18])=[CH:14][C:13]=1[F:19])=[O:4].[OH-].[Na+]. The product is [F:23][C:7]1[C:8]2[N:9]([CH:20]=[N:21][CH:22]=2)[C:10]([NH:11][C:12]2[CH:17]=[CH:16][C:15]([I:18])=[CH:14][C:13]=2[F:19])=[C:5]([C:3]([OH:4])=[O:2])[CH:6]=1. No catalyst specified. The yield is 0.900. (4) The yield is 0.700. The reactants are [CH3:1][O:2][CH2:3][CH2:4][O:5][CH2:6][CH2:7][O:8][C:9]1[CH:18]=[C:17]2[C:12]([C:13](SC)=[N:14][CH:15]=[N:16]2)=[CH:11][CH:10]=1.[NH:21]1[C:29]2[C:24](=[CH:25][CH:26]=[CH:27][CH:28]=2)[CH2:23][C:22]1=[O:30].[ClH:31]. No catalyst specified. The product is [ClH:31].[CH3:1][O:2][CH2:3][CH2:4][O:5][CH2:6][CH2:7][O:8][C:9]1[CH:18]=[C:17]2[C:12]([C:13]([CH:23]3[C:24]4[C:29](=[CH:28][CH:27]=[CH:26][CH:25]=4)[NH:21][C:22]3=[O:30])=[N:14][CH:15]=[N:16]2)=[CH:11][CH:10]=1. (5) The reactants are [NH2:1][CH2:2][CH:3]1[CH2:8][CH2:7][C:6]2[C:9]3[C:14]([NH:15][C:16]4[CH:17]=[C:18]5[C:22](=[CH:23][CH:24]=4)[NH:21][N:20]=[CH:19]5)=[N:13][CH:12]=[N:11][C:10]=3[S:25][C:5]=2[CH2:4]1.O1CCCC1.[CH3:31][CH:32]([CH3:36])[C:33](Cl)=[O:34].C(N(CC)CC)C. The catalyst is O. The product is [NH:21]1[C:22]2[C:18](=[CH:17][C:16]([NH:15][C:14]3[C:9]4[C:6]5[CH2:7][CH2:8][CH:3]([CH2:2][NH:1][C:33](=[O:34])[CH:32]([CH3:36])[CH3:31])[CH2:4][C:5]=5[S:25][C:10]=4[N:11]=[CH:12][N:13]=3)=[CH:24][CH:23]=2)[CH:19]=[N:20]1. The yield is 0.340. (6) The reactants are [Br:1][C:2]1[CH:3]=[C:4]2[C:9](=[CH:10][CH:11]=1)[O:8][CH:7]([CH:12]1[CH2:17][CH2:16][O:15][C:14]([CH3:19])([CH3:18])[CH2:13]1)[CH2:6][C:5]2=O.[CH3:21][C:22]([S:25]([NH2:27])=[O:26])([CH3:24])[CH3:23].C([O-])(O)=O.[Na+]. The catalyst is C1COCC1.CCOC(C)=O.[O-]CC.[Ti+4].[O-]CC.[O-]CC.[O-]CC. The product is [Br:1][C:2]1[CH:3]=[C:4]2[C:9](=[CH:10][CH:11]=1)[O:8][CH:7]([CH:12]1[CH2:17][CH2:16][O:15][C:14]([CH3:19])([CH3:18])[CH2:13]1)[CH2:6][C:5]2=[N:27][S:25]([C:22]([CH3:24])([CH3:23])[CH3:21])=[O:26]. The yield is 0.950. (7) The reactants are [CH3:1][C:2]1[CH:7]=[CH:6][C:5]([S:8]([O:11][CH2:12][CH:13]2[CH2:17][C:16]3[CH:18]=[CH:19][CH:20]=[C:21](Br)[C:15]=3[O:14]2)(=[O:10])=[O:9])=[CH:4][CH:3]=1.[F:23][C:24]1[CH:29]=[CH:28][CH:27]=[CH:26][C:25]=1B(O)O.C(=O)([O-])[O-].[K+].[K+]. The catalyst is CC1C=CC=CC=1[P](C1C=CC=CC=1C)([Pd](Cl)(Cl)[P](C1=C(C)C=CC=C1)(C1C=CC=CC=1C)C1C=CC=CC=1C)C1C=CC=CC=1C. The product is [CH3:1][C:2]1[CH:7]=[CH:6][C:5]([S:8]([O:11][CH2:12][CH:13]2[CH2:17][C:16]3[CH:18]=[CH:19][CH:20]=[C:21]([C:25]4[CH:26]=[CH:27][CH:28]=[CH:29][C:24]=4[F:23])[C:15]=3[O:14]2)(=[O:10])=[O:9])=[CH:4][CH:3]=1. The yield is 0.810. (8) No catalyst specified. The yield is 0.910. The reactants are [CH2:1]([C:3]([C:22]1[CH:27]=[CH:26][C:25](/[CH:28]=[CH:29]/[C:30]2([OH:36])[CH2:35][CH2:34][CH2:33][CH2:32][CH2:31]2)=[C:24]([CH3:37])[CH:23]=1)([C:6]1[CH:11]=[CH:10][C:9](B2OC(C)(C)C(C)(C)O2)=[C:8]([CH3:21])[CH:7]=1)[CH2:4][CH3:5])[CH3:2].[CH3:38][O:39][C:40](=[O:49])[CH2:41][C:42]1[CH:43]=[N:44][CH:45]=[C:46](Br)[CH:47]=1.P([O-])([O-])([O-])=O.[K+].[K+].[K+].[CH3:58]N(C)C=O. The product is [CH2:38]([O:39][C:40](=[O:49])[CH2:41][C:42]1[CH:43]=[N:44][CH:45]=[C:46]([C:9]2[CH:10]=[CH:11][C:6]([C:3]([CH2:4][CH3:5])([C:22]3[CH:27]=[CH:26][C:25](/[CH:28]=[CH:29]/[C:30]4([OH:36])[CH2:31][CH2:32][CH2:33][CH2:34][CH2:35]4)=[C:24]([CH3:37])[CH:23]=3)[CH2:1][CH3:2])=[CH:7][C:8]=2[CH3:21])[CH:47]=1)[CH3:58].